Task: Predict which catalyst facilitates the given reaction.. Dataset: Catalyst prediction with 721,799 reactions and 888 catalyst types from USPTO Reactant: Br[C:2]1[CH:7]=[CH:6][C:5]([C@@H:8]2[CH2:10][C@H:9]2[NH:11][C:12](=[O:18])[O:13][C:14]([CH3:17])([CH3:16])[CH3:15])=[CH:4][CH:3]=1.[CH:19]1(B(O)O)[CH2:21][CH2:20]1.P([O-])([O-])([O-])=O.[K+].[K+].[K+].C1(P(C2CCCCC2)C2CCCCC2)CCCCC1. Product: [CH:19]1([C:2]2[CH:7]=[CH:6][C:5]([C@@H:8]3[CH2:10][C@H:9]3[NH:11][C:12](=[O:18])[O:13][C:14]([CH3:17])([CH3:16])[CH3:15])=[CH:4][CH:3]=2)[CH2:21][CH2:20]1. The catalyst class is: 706.